Dataset: Reaction yield outcomes from USPTO patents with 853,638 reactions. Task: Predict the reaction yield, written as a fraction of the theoretical maximum amount of product (1.0 means a 100% yield; for example, 0.34 means a 34% yield). The reactants are [NH2:1][C:2]1[CH:3]=[C:4]([CH:9]=[CH:10][N:11]=1)[C:5]([O:7][CH3:8])=[O:6].[C:12](Cl)(=[O:16])[CH:13]([CH3:15])[CH3:14]. The catalyst is N1C=CC=CC=1.O. The product is [C:12]([NH:1][C:2]1[CH:3]=[C:4]([CH:9]=[CH:10][N:11]=1)[C:5]([O:7][CH3:8])=[O:6])(=[O:16])[CH:13]([CH3:15])[CH3:14]. The yield is 0.360.